This data is from Drug-target binding data from BindingDB using Kd measurements. The task is: Regression. Given a target protein amino acid sequence and a drug SMILES string, predict the binding affinity score between them. We predict pKd (pKd = -log10(Kd in M); higher means stronger binding). Dataset: bindingdb_kd. (1) The compound is Nc1ccc2cc(C3OCCO3)ccc2n1. The target protein (Q8CFK4) has sequence MNFNTILEEILIKRSQQKKKTSPLNYKERLFVLTKSVLSYYEGRAEKKYRKGVIDISKIKCVEIVKNDDGVIPCQNKFPFQVVHDANTLYIFAPSPQSRDRWVKKLKEEIKNNNNIMIKYHPKFWADGSYQCCRQTEKLAPGCEKYNLFESSIRKTLPPAPEIKKRRPPPPIPPEEENTEEIVVAMYDFQATEAHDLRLERGQEYIILEKNDLHWWRARDKYGWYCRNTNRSKAEQLLRTEDKEGGFMVRDSSQPGLYTVSLYTKFGGEGSSGFRHYHIKETATSPKKYYLAEKHAFGSIPEIIEYHKHNAAGLVTRLRYPVSTKGKNAPTTAGFSYDKWEINPSELTFMRELGSGLFGVVRLGKWRAQYKVAIKAIREGAMCEEDFIEEAKVMMKLTHPKLVQLYGVCTQQKPIYIVTEFMERGCLLNFLRQRQGHFSRDMLLSMCQDVCEGMEYLERNSFIHRDLAARNCLVNEAGVVKVSDFGMARYVLDDQYTSSS.... The pKd is 4.4. (2) The drug is C[C@@H]1NC(=O)[C@H]([C@@H](C)O)NC(=O)[C@@H]2CCCN2C(=O)CN(C(=O)[C@@H]2CCCN2C(=O)CCCCNC(=S)Nc2ccc3c(c2)C2(OC3=O)c3ccc(O)cc3Oc3cc(O)ccc32)CC/C=C\CCCCCCN(CC(N)=O)C(=O)[C@H](CCC(=O)O)NC(=O)[C@@H]2CCCN2C(=O)[C@@H]2CCCN2C1=O. The target protein (Q99816) has sequence MAVSESQLKKMVSKYKYRDLTVRETVNVITLYKDLKPVLDSYVFNDGSSRELMNLTGTIPVPYRGNTYNIPICLWLLDTYPYNPPICFVKPTSSMTIKTGKHVDANGKIYLPYLHEWKHPQSDLLGLIQVMIVVFGDEPPVFSRPISASYPPYQATGPPNTSYMPGMPGGISPYPSGYPPNPSGYPGCPYPPGGPYPATTSSQYPSQPPVTTVGPSRDGTISEDTIRASLISAVSDKLRWRMKEEMDRAQAELNALKRTEEDLKKGHQKLEEMVTRLDQEVAEVDKNIELLKKKDEELSSALEKMENQSENNDIDEVIIPTAPLYKQILNLYAEENAIEDTIFYLGEALRRGVIDLDVFLKHVRLLSRKQFQLRALMQKARKTAGLSDLY. The pKd is 4.4.